This data is from Full USPTO retrosynthesis dataset with 1.9M reactions from patents (1976-2016). The task is: Predict the reactants needed to synthesize the given product. (1) Given the product [CH3:15][N+:14]1([CH3:26])[C@@H:12]2[C@@H:11]3[O:10][C@@H:9]3[C@H:8]1[CH2:7][C@@H:6]([O:5][C:3]([C:2]([OH:1])([C:16]1[S:17][CH:18]=[CH:19][CH:20]=1)[C:21]1[S:22][CH:23]=[CH:24][CH:25]=1)=[O:4])[CH2:13]2.[C:26]12([CH2:36][S:37]([OH:40])(=[O:38])=[O:39])[C:33]([CH3:35])([CH3:34])[CH:30]([CH2:31][CH2:32]1)[CH2:29][C:27]2=[O:28], predict the reactants needed to synthesize it. The reactants are: [OH:1][C:2]([C:21]1[S:22][CH:23]=[CH:24][CH:25]=1)([C:16]1[S:17][CH:18]=[CH:19][CH:20]=1)[C:3]([O:5][CH:6]1[CH2:13][CH:12]2[N:14]([CH3:15])[CH:8]([CH:9]3[CH:11]2[O:10]3)[CH2:7]1)=[O:4].[C:26]12([CH2:36][S:37]([O:40]C)(=[O:39])=[O:38])[C:33]([CH3:35])([CH3:34])[CH:30]([CH2:31][CH2:32]1)[CH2:29][C:27]2=[O:28]. (2) Given the product [C:75]([C:72]([O:71][C:70]1[C:58]2[CH2:57][C:56](=[CH:55][CH2:54][CH2:53][N:50]3[CH2:49][CH2:48][CH:47]([C:44]4[CH:43]=[CH:42][C:41]([Cl:40])=[CH:46][CH:45]=4)[CH2:52][CH2:51]3)[C:66]3[C:61]([O:60][C:59]=2[CH:67]=[CH:68][CH:69]=1)=[N:62][CH:63]=[CH:64][CH:65]=3)([CH3:74])[CH3:73])([OH:77])=[O:76], predict the reactants needed to synthesize it. The reactants are: ClC1C=CC(C2(O)CCN(CCC=C3C4C(=NC=CC=4)OC4C=CC=C(OCC(OCC)=O)C=4C3)CC2)=CC=1.[Cl:40][C:41]1[CH:46]=[CH:45][C:44]([CH:47]2[CH2:52][CH2:51][N:50]([CH2:53][CH2:54][CH:55]=[C:56]3[C:66]4[C:61](=[N:62][CH:63]=[CH:64][CH:65]=4)[O:60][C:59]4[CH:67]=[CH:68][CH:69]=[C:70]([O:71][C:72]([C:75]([O:77]CC)=[O:76])([CH3:74])[CH3:73])[C:58]=4[CH2:57]3)[CH2:49][CH2:48]2)=[CH:43][CH:42]=1.